Dataset: NCI-60 drug combinations with 297,098 pairs across 59 cell lines. Task: Regression. Given two drug SMILES strings and cell line genomic features, predict the synergy score measuring deviation from expected non-interaction effect. Drug 1: C1CCC(C1)C(CC#N)N2C=C(C=N2)C3=C4C=CNC4=NC=N3. Drug 2: C1CNP(=O)(OC1)N(CCCl)CCCl. Cell line: HS 578T. Synergy scores: CSS=-14.2, Synergy_ZIP=2.05, Synergy_Bliss=-11.3, Synergy_Loewe=-17.4, Synergy_HSA=-17.4.